Predict the product of the given reaction. From a dataset of Forward reaction prediction with 1.9M reactions from USPTO patents (1976-2016). (1) Given the reactants [CH:1]([S:4][C:5]1[C:10]([CH2:11]O)=[CH:9][CH:8]=[CH:7][N:6]=1)([CH3:3])[CH3:2].O=S(Cl)[Cl:15], predict the reaction product. The product is: [Cl:15][CH2:11][C:10]1[C:5]([S:4][CH:1]([CH3:3])[CH3:2])=[N:6][CH:7]=[CH:8][CH:9]=1. (2) Given the reactants [CH3:1][C:2]1[C:6]([CH:7]=[O:8])=[C:5]([CH3:9])[O:4][N:3]=1.[BH4-].[Na+].O, predict the reaction product. The product is: [CH3:1][C:2]1[C:6]([CH2:7][OH:8])=[C:5]([CH3:9])[O:4][N:3]=1.